Dataset: Catalyst prediction with 721,799 reactions and 888 catalyst types from USPTO. Task: Predict which catalyst facilitates the given reaction. (1) Reactant: [CH3:1][O:2][C:3](=[O:36])[NH:4][CH:5]([C:9]([N:11]1[CH2:15][CH2:14][CH2:13][CH:12]1[C:16]1[N:17]([CH2:28][O:29][CH2:30][CH2:31][Si:32]([CH3:35])([CH3:34])[CH3:33])[C:18]([C:21]2[CH:26]=[CH:25][C:24](Br)=[CH:23][CH:22]=2)=[CH:19][N:20]=1)=[O:10])[CH:6]([CH3:8])[CH3:7].[C:37]([N:47]1[CH2:52][CH2:51][NH:50][CH2:49][CH2:48]1)([O:39][CH2:40][C:41]1[CH:46]=[CH:45][CH:44]=[CH:43][CH:42]=1)=[O:38].C1C=CC(P(C2C(C3C(P(C4C=CC=CC=4)C4C=CC=CC=4)=CC=C4C=3C=CC=C4)=C3C(C=CC=C3)=CC=2)C2C=CC=CC=2)=CC=1.CC([O-])(C)C.[Na+]. Product: [CH2:40]([O:39][C:37]([N:47]1[CH2:52][CH2:51][N:50]([C:24]2[CH:25]=[CH:26][C:21]([C:18]3[N:17]([CH2:28][O:29][CH2:30][CH2:31][Si:32]([CH3:35])([CH3:34])[CH3:33])[C:16]([CH:12]4[CH2:13][CH2:14][CH2:15][N:11]4[C:9](=[O:10])[CH:5]([NH:4][C:3]([O:2][CH3:1])=[O:36])[CH:6]([CH3:8])[CH3:7])=[N:20][CH:19]=3)=[CH:22][CH:23]=2)[CH2:49][CH2:48]1)=[O:38])[C:41]1[CH:46]=[CH:45][CH:44]=[CH:43][CH:42]=1. The catalyst class is: 222. (2) Reactant: C(N=C=O)C.[CH3:6][C:7]1(C)[O:12][C:11]2[CH:13]=[CH:14][C:15]([C@H:17]3[O:21]C(=O)[N:19]([CH2:23][CH2:24][CH2:25][CH2:26][CH2:27][CH2:28][O:29][CH2:30][CH2:31][CH2:32][CH2:33][C:34]4[CH:35]=[C:36]([S:40]([NH:43][C:44]([NH:46][CH2:47][CH3:48])=[O:45])(=[O:42])=[O:41])[CH:37]=[CH:38][CH:39]=4)[CH2:18]3)=[CH:16][C:10]=2[CH2:9][O:8]1.CC1(C)OC2C=CC([C@H]3OC(=O)N(CCCCCCOCCCCC4C=C(S(N)(=O)=O)C=CC=4)C3)=CC=2CO1.C([O-])([O-])=O.[K+].[K+].C(N=C=O)C. Product: [C:7]([OH:12])(=[O:8])[CH3:6].[CH2:47]([NH:46][C:44]([NH:43][S:40]([C:36]1[CH:35]=[C:34]([CH2:33][CH2:32][CH2:31][CH2:30][O:29][CH2:28][CH2:27][CH2:26][CH2:25][CH2:24][CH2:23][NH:19][CH2:18][C@@H:17]([C:15]2[CH:14]=[CH:13][C:11]([OH:12])=[C:10]([CH2:9][OH:8])[CH:16]=2)[OH:21])[CH:39]=[CH:38][CH:37]=1)(=[O:42])=[O:41])=[O:45])[CH3:48]. The catalyst class is: 21. (3) Reactant: Cl[CH2:2][C:3]1[CH:8]=[CH:7][CH:6]=[C:5]([O:9][CH2:10][CH2:11][O:12][CH3:13])[C:4]=1[O:14][CH3:15].[C-:16]#[N:17].[K+]. Product: [CH3:15][O:14][C:4]1[C:5]([O:9][CH2:10][CH2:11][O:12][CH3:13])=[CH:6][CH:7]=[CH:8][C:3]=1[CH2:2][C:16]#[N:17]. The catalyst class is: 42. (4) Reactant: [Br:1][C:2]1[CH:7]=[CH:6][C:5]([S:8](Cl)(=[O:10])=[O:9])=[CH:4][CH:3]=1.C(N(CC)CC)C.[NH2:19][C:20]([CH3:29])([CH3:28])[C:21]([O:23][C:24]([CH3:27])([CH3:26])[CH3:25])=[O:22]. Product: [Br:1][C:2]1[CH:7]=[CH:6][C:5]([S:8]([NH:19][C:20]([CH3:29])([CH3:28])[C:21]([O:23][C:24]([CH3:27])([CH3:26])[CH3:25])=[O:22])(=[O:10])=[O:9])=[CH:4][CH:3]=1. The catalyst class is: 2. (5) Reactant: F[C:2]1[CH:3]=[CH:4][C:5]([N+:14]([O-:16])=[O:15])=[C:6]([CH2:8][C:9]([O:11][CH2:12][CH3:13])=[O:10])[CH:7]=1.[CH2:17]([O-:19])[CH3:18].[Na+].O. Product: [CH2:17]([O:19][C:2]1[CH:3]=[CH:4][C:5]([N+:14]([O-:16])=[O:15])=[C:6]([CH2:8][C:9]([O:11][CH2:12][CH3:13])=[O:10])[CH:7]=1)[CH3:18]. The catalyst class is: 3. (6) The catalyst class is: 239. Product: [O:20]=[C:17]1[C:8]2[CH:9]=[CH:10][CH:11]=[C:12]3[O:13][C:14]4[CH:15]=[CH:16][C:3]([CH2:2][O:1][C:24](=[O:25])[CH2:23][N:22]([CH3:27])[CH3:21])=[CH:4][C:5]=4[C:6]([C:7]=23)=[N:19][NH:18]1. Reactant: [OH:1][CH2:2][C:3]1[CH:16]=[CH:15][C:14]2[O:13][C:12]3[C:7]4=[C:8]([C:17](=[O:20])[NH:18][N:19]=[C:6]4[C:5]=2[CH:4]=1)[CH:9]=[CH:10][CH:11]=3.[CH3:21][N:22]([CH3:27])[CH2:23][C:24](O)=[O:25].C(Cl)CCl. (7) Reactant: [NH2:1][C:2]1[CH:11]=[CH:10][C:9]([OH:12])=[CH:8][C:3]=1[C:4]([O:6][CH3:7])=[O:5].[CH3:13][C:14]([O:17][C:18](O[C:18]([O:17][C:14]([CH3:16])([CH3:15])[CH3:13])=[O:19])=[O:19])([CH3:16])[CH3:15]. Product: [C:14]([O:17][C:18]([NH:1][C:2]1[CH:11]=[CH:10][C:9]([OH:12])=[CH:8][C:3]=1[C:4]([O:6][CH3:7])=[O:5])=[O:19])([CH3:16])([CH3:15])[CH3:13]. The catalyst class is: 14. (8) Reactant: [N:1]1[N:5]2[C:9](=[O:10])[C:4]3[N:5]([N:1]=[CH:2][CH:3]=3)[C:9](=[O:10])[C:4]2=[CH:3][CH:2]=1.[F:15][C:16]1[C:22]([F:23])=[C:21]([F:24])[CH:20]=[CH:19][C:17]=1[NH2:18]. Product: [F:15][C:16]1[C:22]([F:23])=[C:21]([F:24])[CH:20]=[CH:19][C:17]=1[NH:18][C:9]([C:4]1[CH:3]=[CH:2][NH:1][N:5]=1)=[O:10]. The catalyst class is: 241.